From a dataset of Full USPTO retrosynthesis dataset with 1.9M reactions from patents (1976-2016). Predict the reactants needed to synthesize the given product. (1) Given the product [CH2:22]([N:23]1[CH2:12][CH:11]2[O:13][CH:25]([C:26]3[C:20]2=[CH:19][C:18]([N+:15]([O-:17])=[O:16])=[CH:28][CH:27]=3)[CH2:24]1)[CH3:21], predict the reactants needed to synthesize it. The reactants are: C(O[BH-](O[C:11](=[O:13])[CH3:12])OC(=O)C)(=O)C.[Na+].[N+:15]([C:18]1[CH:19]=[C:20]2[C:26](=[CH:27][CH:28]=1)[CH:25]1O[CH:21]2[CH2:22][NH:23][CH2:24]1)([O-:17])=[O:16].C(=O)C.ClC(Cl)C. (2) Given the product [C:1]([NH:4][C@@H:5]([CH3:31])[CH2:6][O:7][C:8]1[CH:13]=[C:12]([S:14][CH2:15][CH2:16][C:17]([O:19][CH2:20][CH:21]([CH2:26][CH3:27])[CH2:22][CH2:23][CH2:24][CH3:25])=[O:18])[C:11]([NH2:28])=[CH:10][N:9]=1)(=[O:3])[CH3:2], predict the reactants needed to synthesize it. The reactants are: [C:1]([NH:4][C@@H:5]([CH3:31])[CH2:6][O:7][C:8]1[CH:13]=[C:12]([S:14][CH2:15][CH2:16][C:17]([O:19][CH2:20][CH:21]([CH2:26][CH3:27])[CH2:22][CH2:23][CH2:24][CH3:25])=[O:18])[C:11]([N+:28]([O-])=O)=[CH:10][N:9]=1)(=[O:3])[CH3:2].[Cl-].[NH4+].C(O)C. (3) Given the product [Cl:20][C:5]1[C:6]([NH:8][C:9]2[CH:14]=[CH:13][CH:12]=[CH:11][C:10]=2[S:15]([NH:18][CH3:19])(=[O:17])=[O:16])=[N:7][C:2]([NH:35][C:33]2[CH:32]=[CH:31][C:29]3[N:30]4[C@H:24]([CH2:25][O:26][CH2:27][C:28]=3[CH:34]=2)[CH2:23][CH2:22][CH2:21]4)=[N:3][CH:4]=1, predict the reactants needed to synthesize it. The reactants are: Cl[C:2]1[N:7]=[C:6]([NH:8][C:9]2[CH:14]=[CH:13][CH:12]=[CH:11][C:10]=2[S:15]([NH:18][CH3:19])(=[O:17])=[O:16])[C:5]([Cl:20])=[CH:4][N:3]=1.[CH2:21]1[N:30]2[C@H:24]([CH2:25][O:26][CH2:27][C:28]3[CH:34]=[C:33]([NH2:35])[CH:32]=[CH:31][C:29]=32)[CH2:23][CH2:22]1. (4) Given the product [CH2:6]([O:5][C:3](=[O:4])[C:2](=[O:8])[NH:24][NH:23][C:21]([N:18]1[CH2:19][CH2:20][N:15]([C:13](=[O:14])[C:12]2[CH:25]=[CH:26][CH:27]=[CH:28][C:11]=2[C:10]([F:29])([F:9])[F:30])[CH2:16][CH2:17]1)=[S:22])[CH3:7], predict the reactants needed to synthesize it. The reactants are: Cl[C:2](=[O:8])[C:3]([O:5][CH2:6][CH3:7])=[O:4].[F:9][C:10]([F:30])([F:29])[C:11]1[CH:28]=[CH:27][CH:26]=[CH:25][C:12]=1[C:13]([N:15]1[CH2:20][CH2:19][N:18]([C:21]([NH:23][NH2:24])=[S:22])[CH2:17][CH2:16]1)=[O:14].C(N(CC)CC)C.C(OCC)(=O)C.